From a dataset of Full USPTO retrosynthesis dataset with 1.9M reactions from patents (1976-2016). Predict the reactants needed to synthesize the given product. (1) Given the product [NH2:8][C@H:9]([C:31]([OH:33])=[O:32])[CH2:10][CH2:11][CH2:12][NH:13][C:14](=[NH:15])[NH2:23], predict the reactants needed to synthesize it. The reactants are: CC(OC([NH:8][C@H:9]([C:31]([OH:33])=[O:32])[CH2:10][CH2:11][CH2:12][N:13]=[C:14]([NH:23]C(OC(C)(C)C)=O)[NH:15]C(OC(C)(C)C)=O)=O)(C)C.CCN=C=NCCCN(C)C. (2) The reactants are: C(OC(=O)[NH:7][CH2:8][CH2:9][O:10][CH2:11][C:12]1[CH:17]=[CH:16][CH:15]=[CH:14][CH:13]=1)(C)(C)C.FC(F)(F)C(O)=O. Given the product [CH2:11]([O:10][CH2:9][CH2:8][NH2:7])[C:12]1[CH:17]=[CH:16][CH:15]=[CH:14][CH:13]=1, predict the reactants needed to synthesize it. (3) Given the product [NH2:1][C:4]1[CH:18]=[CH:17][CH:16]=[CH:15][C:5]=1[O:6][C:7]1[CH:8]=[C:9]([CH:12]=[CH:13][CH:14]=1)[C:10]#[N:11], predict the reactants needed to synthesize it. The reactants are: [N+:1]([C:4]1[CH:18]=[CH:17][CH:16]=[CH:15][C:5]=1[O:6][C:7]1[CH:8]=[C:9]([CH:12]=[CH:13][CH:14]=1)[C:10]#[N:11])([O-])=O. (4) The reactants are: FC(F)(F)C(O)=O.[F:8][C:9]1[C:14]([F:15])=[CH:13][CH:12]=[CH:11][C:10]=1[C@H:16]1[CH2:22][N:21]2[C:23]([C:26]([OH:29])([CH3:28])[CH3:27])=[CH:24][N:25]=[C:20]2[C@H:19]([NH:30]C(=O)OC(C)(C)C)[CH2:18][CH2:17]1.C(=O)(O)[O-].[Na+]. Given the product [NH2:30][C@@H:19]1[CH2:18][CH2:17][C@@H:16]([C:10]2[CH:11]=[CH:12][CH:13]=[C:14]([F:15])[C:9]=2[F:8])[CH2:22][N:21]2[C:23]([C:26]([OH:29])([CH3:27])[CH3:28])=[CH:24][N:25]=[C:20]12, predict the reactants needed to synthesize it. (5) Given the product [CH3:29][N:26]1[CH2:27][CH2:28][N:23]([C:21]([C:16]2[CH:15]=[C:14]3[C:19]([C:20]4[C:8]([N:4]5[CH2:5][CH2:6][CH2:7][C@@H:2]([NH:1][C:39]([NH:38][C:34]6[S:33][CH:37]=[CH:36][N:35]=6)=[O:40])[CH2:3]5)=[CH:9][CH:10]=[C:11]([C:30]([NH2:32])=[O:31])[C:12]=4[NH:13]3)=[CH:18][CH:17]=2)=[O:22])[CH2:24][CH2:25]1, predict the reactants needed to synthesize it. The reactants are: [NH2:1][C@@H:2]1[CH2:7][CH2:6][CH2:5][N:4]([C:8]2[C:20]3[C:19]4[C:14](=[CH:15][C:16]([C:21]([N:23]5[CH2:28][CH2:27][N:26]([CH3:29])[CH2:25][CH2:24]5)=[O:22])=[CH:17][CH:18]=4)[NH:13][C:12]=3[C:11]([C:30]([NH2:32])=[O:31])=[CH:10][CH:9]=2)[CH2:3]1.[S:33]1[CH:37]=[CH:36][N:35]=[C:34]1[NH:38][C:39](=O)[O:40]C1C=CC=CC=1. (6) Given the product [Br:1][C:2]1[CH:7]=[C:6]([NH:8][C:16](=[O:18])[CH3:17])[CH:5]=[C:4]([Br:9])[N:3]=1, predict the reactants needed to synthesize it. The reactants are: [Br:1][C:2]1[CH:7]=[C:6]([NH2:8])[CH:5]=[C:4]([Br:9])[N:3]=1.N1C=CC=CC=1.[C:16](OC(=O)C)(=[O:18])[CH3:17].CO. (7) Given the product [CH3:1][CH2:2][C:3]([CH2:5][CH2:6]/[CH:7]=[C:8](/[CH2:10][CH2:11][CH:12]=[C:13]([CH3:14])[CH3:15])\[CH3:9])=[CH2:4].[CH2:1]=[CH:2][CH:3]=[CH2:4], predict the reactants needed to synthesize it. The reactants are: [CH3:1][CH2:2][C:3]([CH2:5][CH2:6]/[CH:7]=[C:8](/[CH2:10][CH2:11][CH:12]=[C:13]([CH3:15])[CH3:14])\[CH3:9])=[CH2:4]. (8) The reactants are: [C:1]([N:9]([CH3:36])[C:10]1[CH:35]=[CH:34][C:13]2[N:14]([CH2:31][CH:32]=O)[C:15]([NH:17][C:18]([C:20]3[S:21][C:22]([C:25]4[O:29][C:28]([CH3:30])=[N:27][CH:26]=4)=[CH:23][CH:24]=3)=[O:19])=[N:16][C:12]=2[CH:11]=1)(=[O:8])[C:2]1[CH:7]=[CH:6][CH:5]=[CH:4][CH:3]=1.[CH3:37][NH2:38].C(O[BH-](OC(=O)C)OC(=O)C)(=O)C.C(=O)C1C=CC=CC=1. Given the product [C:1]([N:9]([CH3:36])[C:10]1[CH:35]=[CH:34][C:13]2[N:14]([CH2:31][CH2:32][NH:38][CH3:37])[C:15]([NH:17][C:18]([C:20]3[S:21][C:22]([C:25]4[O:29][C:28]([CH3:30])=[N:27][CH:26]=4)=[CH:23][CH:24]=3)=[O:19])=[N:16][C:12]=2[CH:11]=1)(=[O:8])[C:2]1[CH:3]=[CH:4][CH:5]=[CH:6][CH:7]=1, predict the reactants needed to synthesize it. (9) Given the product [Cl:15][CH2:16][C:17]([N:10]1[CH2:9][CH2:8][CH:7]([CH2:6][C:5]2[CH:4]=[CH:3][C:2]([Cl:1])=[CH:14][CH:13]=2)[CH2:12][CH2:11]1)=[O:18], predict the reactants needed to synthesize it. The reactants are: [Cl:1][C:2]1[CH:14]=[CH:13][C:5]([CH2:6][CH:7]2[CH2:12][CH2:11][NH:10][CH2:9][CH2:8]2)=[CH:4][CH:3]=1.[Cl:15][CH2:16][C:17](Cl)=[O:18].